This data is from Catalyst prediction with 721,799 reactions and 888 catalyst types from USPTO. The task is: Predict which catalyst facilitates the given reaction. (1) Reactant: [CH3:1][O:2][C:3]1[C:4]([O:26][CH2:27][CH2:28][CH2:29][O:30][CH3:31])=[CH:5][C:6]2[CH2:15][CH:14]([CH2:16][O:17][CH3:18])[N:13]3[CH:8]([CH2:9][C:10](=[O:24])[C:11]([C:19]([O:21][CH2:22][CH3:23])=[O:20])=[CH:12]3)[C:7]=2[CH:25]=1.C1(Cl)C(=O)C(Cl)=C(Cl)C(=O)C=1Cl. Product: [CH3:1][O:2][C:3]1[C:4]([O:26][CH2:27][CH2:28][CH2:29][O:30][CH3:31])=[CH:5][C:6]2[CH2:15][CH:14]([CH2:16][O:17][CH3:18])[N:13]3[C:8](=[CH:9][C:10](=[O:24])[C:11]([C:19]([O:21][CH2:22][CH3:23])=[O:20])=[CH:12]3)[C:7]=2[CH:25]=1. The catalyst class is: 57. (2) Reactant: [C:1]1([CH2:7][C:8]#[CH:9])[CH:6]=[CH:5][CH:4]=[CH:3][CH:2]=1.[Li]CCCC.[Cl:15][C:16]1[CH:21]=[C:20]([F:22])[CH:19]=[CH:18][C:17]=1[C:23]([CH3:43])([CH3:42])[CH2:24][C:25](=[O:41])[C:26]([NH:28][C:29]1[CH:30]=[CH:31][C:32]2[C:37](=[O:38])[O:36][N:35]=[C:34]([CH3:39])[C:33]=2[CH:40]=1)=[O:27]. Product: [Cl:15][C:16]1[CH:21]=[C:20]([F:22])[CH:19]=[CH:18][C:17]=1[C:23]([CH3:43])([CH3:42])[CH2:24][C:25]([OH:41])([C:9]#[C:8][CH2:7][C:1]1[CH:6]=[CH:5][CH:4]=[CH:3][CH:2]=1)[C:26]([NH:28][C:29]1[CH:30]=[CH:31][C:32]2[C:37](=[O:38])[O:36][N:35]=[C:34]([CH3:39])[C:33]=2[CH:40]=1)=[O:27]. The catalyst class is: 1. (3) Reactant: [Br:1][C:2]1[CH:7]=[CH:6][C:5]([CH:8]2[O:13][CH2:12][CH2:11]C[O:9]2)=[CH:4][N:3]=1. Product: [Br:1][C:2]1[CH:7]=[CH:6][C:5]([CH:8]2[O:9][CH2:11][CH2:12][O:13]2)=[CH:4][N:3]=1. The catalyst class is: 196. (4) Reactant: [H-].[Na+].[Br:3][C:4]1[CH:13]=[CH:12][C:11]2[N:10]=[CH:9][C:8]3[NH:14][C:15](=[O:28])[N:16]([C:17]4[CH:22]=[CH:21][C:20]([C:23]([CH3:27])([CH3:26])[C:24]#[N:25])=[CH:19][CH:18]=4)[C:7]=3[C:6]=2[CH:5]=1.[C:29](Cl)(=[O:36])[C:30]1[CH:35]=[CH:34][CH:33]=[CH:32][CH:31]=1. Product: [C:29]([N:14]1[C:8]2[CH:9]=[N:10][C:11]3[CH:12]=[CH:13][C:4]([Br:3])=[CH:5][C:6]=3[C:7]=2[N:16]([C:17]2[CH:22]=[CH:21][C:20]([C:23]([CH3:26])([CH3:27])[C:24]#[N:25])=[CH:19][CH:18]=2)[C:15]1=[O:28])(=[O:36])[C:30]1[CH:35]=[CH:34][CH:33]=[CH:32][CH:31]=1. The catalyst class is: 3. (5) Reactant: [C:1]1([Mg]Br)[CH:6]=[CH:5][CH:4]=[CH:3][CH:2]=1.[Br:9][C:10]1[CH:11]=[C:12]2[C:16](=[CH:17][CH:18]=1)[C@@H:15]([N:19]1[C:23]3=[N:24][C:25]([CH:29]=[O:30])=[CH:26][C:27]([CH3:28])=[C:22]3[N:21]=[C:20]1[CH2:31][CH3:32])[CH2:14][CH2:13]2. Product: [Br:9][C:10]1[CH:11]=[C:12]2[C:16](=[CH:17][CH:18]=1)[C@@H:15]([N:19]1[C:23]3=[N:24][C:25]([CH:29]([C:1]4[CH:6]=[CH:5][CH:4]=[CH:3][CH:2]=4)[OH:30])=[CH:26][C:27]([CH3:28])=[C:22]3[N:21]=[C:20]1[CH2:31][CH3:32])[CH2:14][CH2:13]2. The catalyst class is: 1. (6) Reactant: [C:1]([C:5]1[CH:13]=[CH:12][C:11]([CH3:14])=[C:7]([C:8]([OH:10])=O)[C:6]=1[OH:15])([CH3:4])([CH3:3])[CH3:2].[Cl:16][C:17]1[CH:23]=[C:22]([N+:24]([O-:26])=[O:25])[CH:21]=[CH:20][C:18]=1[NH2:19]. Product: [Cl:16][C:17]1[CH:23]=[C:22]([N+:24]([O-:26])=[O:25])[CH:21]=[CH:20][C:18]=1[N:19]([C:8](=[O:10])[C:7]1[C:6](=[C:5]([C:1]([CH3:2])([CH3:3])[CH3:4])[CH:13]=[CH:12][C:11]=1[CH3:14])[OH:15])[C:5]1[CH:13]=[CH:12][CH:11]=[CH:7][CH:6]=1. The catalyst class is: 159. (7) Reactant: Cl[C:2]1[N:7]=[C:6]([CH:8]([F:10])[F:9])[CH:5]=[CH:4][N:3]=1.C(O)(=O)C.[NH2:15][C:16]1[CH:17]=[C:18]([C:23]2[CH:24]=[N:25][N:26]([CH2:28][C@H:29]([OH:33])[C:30]([NH2:32])=[O:31])[CH:27]=2)[CH:19]=[C:20]([CH3:22])[CH:21]=1. Product: [F:9][CH:8]([F:10])[C:6]1[CH:5]=[CH:4][N:3]=[C:2]([NH:15][C:16]2[CH:17]=[C:18]([C:23]3[CH:24]=[N:25][N:26]([CH2:28][C@H:29]([OH:33])[C:30]([NH2:32])=[O:31])[CH:27]=3)[CH:19]=[C:20]([CH3:22])[CH:21]=2)[N:7]=1. The catalyst class is: 38. (8) Reactant: CCO.[Br:4][C:5]1[CH:10]=[C:9]([N+:11]([O-])=O)[CH:8]=[C:7]([N+:14]([O-])=O)[C:6]=1[S:17][C:18]#[N:19].Cl.N. Product: [Br:4][C:5]1[C:6]2[S:17][C:18]([NH2:19])=[N:14][C:7]=2[CH:8]=[C:9]([NH2:11])[CH:10]=1. The catalyst class is: 150. (9) Reactant: [CH2:1]([N:8]([CH2:38][C:39]1[CH:44]=[CH:43][CH:42]=[CH:41][CH:40]=1)[CH:9]1[CH2:14][CH2:13][CH:12]([C:15](=O)[CH2:16][NH:17][C:18]2[N:19]=[C:20]3[CH:26]=[CH:25][N:24]([S:27]([C:30]4[CH:36]=[CH:35][C:33]([CH3:34])=[CH:32][CH:31]=4)(=[O:29])=[O:28])[C:21]3=[N:22][CH:23]=2)[CH2:11][CH2:10]1)[C:2]1[CH:7]=[CH:6][CH:5]=[CH:4][CH:3]=1. Product: [CH2:1]([N:8]([CH2:38][C:39]1[CH:44]=[CH:43][CH:42]=[CH:41][CH:40]=1)[CH:9]1[CH2:14][CH2:13][CH:12]([C:15]2[N:19]3[C:20]4[CH:26]=[CH:25][N:24]([S:27]([C:30]5[CH:36]=[CH:35][C:33]([CH3:34])=[CH:32][CH:31]=5)(=[O:29])=[O:28])[C:21]=4[N:22]=[CH:23][C:18]3=[N:17][CH:16]=2)[CH2:11][CH2:10]1)[C:2]1[CH:7]=[CH:6][CH:5]=[CH:4][CH:3]=1. The catalyst class is: 23. (10) Reactant: [F:1][C:2]1[CH:7]=[CH:6][C:5]([C:8]2[N:12]=[N:11][N:10]([CH3:13])[C:9]=2/[CH:14]=[CH:15]/[C:16]2[S:17][C:18]([C:22](O)=[O:23])=[C:19]([CH3:21])[N:20]=2)=[CH:4][CH:3]=1.CN(C(O[N:33]1N=N[C:35]2C=CC=[CH:39][C:34]1=2)=[N+](C)C)C.[B-](F)(F)(F)F.CCN(C(C)C)C(C)C.C(N)(C)C. Product: [CH:34]([NH:33][C:22]([C:18]1[S:17][C:16](/[CH:15]=[CH:14]/[C:9]2[N:10]([CH3:13])[N:11]=[N:12][C:8]=2[C:5]2[CH:4]=[CH:3][C:2]([F:1])=[CH:7][CH:6]=2)=[N:20][C:19]=1[CH3:21])=[O:23])([CH3:39])[CH3:35]. The catalyst class is: 3.